From a dataset of Forward reaction prediction with 1.9M reactions from USPTO patents (1976-2016). Predict the product of the given reaction. Given the reactants F[C:2]1[CH:11]=[C:10]([C:12]2[N:17]=[C:16]3[N:18]([CH2:21][C:22]4[CH:23]=[C:24]5[C:29](=[CH:30][CH:31]=4)[N:28]=[CH:27][CH:26]=[CH:25]5)[N:19]=[N:20][C:15]3=[CH:14][CH:13]=2)[CH:9]=[CH:8][C:3]=1C(NC)=O.[C:32]([NH:35]C1C=CC(B(O)O)=CC=1)(=[O:34])[CH3:33].C(=O)([O-])[O-].[K+].[K+].O1CCOCC1, predict the reaction product. The product is: [N:28]1[C:29]2[C:24](=[CH:23][C:22]([CH2:21][N:18]3[C:16]4=[N:17][C:12]([C:10]5[CH:11]=[C:2]([NH:35][C:32](=[O:34])[CH3:33])[CH:3]=[CH:8][CH:9]=5)=[CH:13][CH:14]=[C:15]4[N:20]=[N:19]3)=[CH:31][CH:30]=2)[CH:25]=[CH:26][CH:27]=1.